This data is from Forward reaction prediction with 1.9M reactions from USPTO patents (1976-2016). The task is: Predict the product of the given reaction. (1) Given the reactants [NH2:1][C:2]1[CH:11]=[C:10]2[C:5]([CH:6]=[CH:7][CH:8]=[C:9]2[N:12]2[CH2:17][CH2:16][N:15]([CH3:18])[CH2:14][CH2:13]2)=[CH:4][CH:3]=1.[N+:19]([C:22]1[CH:27]=[C:26]([N+:28]([O-:30])=[O:29])[CH:25]=[CH:24][C:23]=1Cl)([O-:21])=[O:20], predict the reaction product. The product is: [N+:19]([C:22]1[CH:27]=[C:26]([N+:28]([O-:30])=[O:29])[CH:25]=[CH:24][C:23]=1[NH:1][C:2]1[CH:11]=[C:10]2[C:5]([CH:6]=[CH:7][CH:8]=[C:9]2[N:12]2[CH2:17][CH2:16][N:15]([CH3:18])[CH2:14][CH2:13]2)=[CH:4][CH:3]=1)([O-:21])=[O:20]. (2) Given the reactants [ClH:1].C(OC([NH:9][CH2:10][C@H:11]1[CH2:16][CH2:15][C@H:14]([C:17]([NH:19][C@@H:20]([CH2:44][C:45]2[CH:50]=[CH:49][C:48]([C:51]3[CH:56]=[C:55]([C:57](=[O:62])[NH:58][CH:59]([CH3:61])[CH3:60])[CH:54]=[CH:53][C:52]=3[CH3:63])=[CH:47][CH:46]=2)[C:21]([NH:23][C:24]2[CH:29]=[CH:28][C:27]([C:30]3[NH:34][N:33]=[C:32]([CH2:35][CH2:36][C:37]([O:39]C(C)(C)C)=[O:38])[N:31]=3)=[CH:26][CH:25]=2)=[O:22])=[O:18])[CH2:13][CH2:12]1)=O)(C)(C)C, predict the reaction product. The product is: [ClH:1].[NH2:9][CH2:10][C@H:11]1[CH2:12][CH2:13][C@H:14]([C:17]([NH:19][C@@H:20]([CH2:44][C:45]2[CH:50]=[CH:49][C:48]([C:51]3[CH:56]=[C:55]([C:57](=[O:62])[NH:58][CH:59]([CH3:60])[CH3:61])[CH:54]=[CH:53][C:52]=3[CH3:63])=[CH:47][CH:46]=2)[C:21]([NH:23][C:24]2[CH:25]=[CH:26][C:27]([C:30]3[NH:34][N:33]=[C:32]([CH2:35][CH2:36][C:37]([OH:39])=[O:38])[N:31]=3)=[CH:28][CH:29]=2)=[O:22])=[O:18])[CH2:15][CH2:16]1. (3) Given the reactants [NH2:1][C:2]1[C:7]([OH:8])=[C:6]([Cl:9])[CH:5]=[C:4]([F:10])[C:3]=1[N:11]1[C:16](=[O:17])[CH:15]=[C:14]([C:18]([F:21])([F:20])[F:19])[CH:13]=[N:12]1.[CH3:22][C:23]([CH3:28])([CH3:27])[C:24](Cl)=O.C(N(CC)CC)C.C1(C)C=CC(S([O-])(=O)=O)=CC=1.[NH+]1C=CC=CC=1, predict the reaction product. The product is: [C:23]([C:28]1[O:8][C:7]2[C:6]([Cl:9])=[CH:5][C:4]([F:10])=[C:3]([N:11]3[C:16](=[O:17])[CH:15]=[C:14]([C:18]([F:21])([F:20])[F:19])[CH:13]=[N:12]3)[C:2]=2[N:1]=1)([CH3:27])([CH3:24])[CH3:22]. (4) Given the reactants [C:1]([C:5]1[N:10]=[C:9]([O:11][CH2:12][CH3:13])[C:8]([C:14]2[N:15]([C:35](Cl)=[O:36])[C@@:16]([C:28]3[CH:33]=[CH:32][C:31]([Cl:34])=[CH:30][CH:29]=3)([CH3:27])[C@@:17]([C:20]3[CH:25]=[CH:24][C:23]([Cl:26])=[CH:22][CH:21]=3)([CH3:19])[N:18]=2)=[CH:7][N:6]=1)([CH3:4])([CH3:3])[CH3:2].Cl.Cl.[CH3:40][S:41]([CH2:44][CH2:45][CH2:46][CH:47]1[CH2:52][CH2:51][NH:50][CH2:49][CH2:48]1)(=[O:43])=[O:42], predict the reaction product. The product is: [C:1]([C:5]1[N:10]=[C:9]([O:11][CH2:12][CH3:13])[C:8]([C:14]2[N:15]([C:35]([N:50]3[CH2:51][CH2:52][CH:47]([CH2:46][CH2:45][CH2:44][S:41]([CH3:40])(=[O:43])=[O:42])[CH2:48][CH2:49]3)=[O:36])[C@@:16]([C:28]3[CH:33]=[CH:32][C:31]([Cl:34])=[CH:30][CH:29]=3)([CH3:27])[C@@:17]([C:20]3[CH:25]=[CH:24][C:23]([Cl:26])=[CH:22][CH:21]=3)([CH3:19])[N:18]=2)=[CH:7][N:6]=1)([CH3:2])([CH3:3])[CH3:4]. (5) Given the reactants [NH2:1][C:2]1[CH:7]=[CH:6][C:5]([NH:8][C:9]([NH2:11])=[S:10])=[CH:4][CH:3]=1.Br[CH2:13][C:14]([C:16]1[S:20][C:19]([NH:21][C:22]([NH2:24])=[NH:23])=[N:18][C:17]=1[CH3:25])=O, predict the reaction product. The product is: [NH2:1][C:2]1[CH:3]=[CH:4][C:5]([NH:8][C:9]2[S:10][CH:13]=[C:14]([C:16]3[S:20][C:19]([NH:21][C:22]([NH2:24])=[NH:23])=[N:18][C:17]=3[CH3:25])[N:11]=2)=[CH:6][CH:7]=1. (6) Given the reactants Cl[C:2]1[N:3]=[C:4]([NH:12][CH2:13][CH2:14][CH2:15][CH2:16][CH3:17])[C:5]2[S:10][CH:9]=[C:8]([CH3:11])[C:6]=2[N:7]=1.[CH2:18]([NH2:21])[CH:19]=[CH2:20].C(=O)([O-])O.[Na+], predict the reaction product. The product is: [CH2:18]([NH:21][C:2]1[N:3]=[C:4]([NH:12][CH2:13][CH2:14][CH2:15][CH2:16][CH3:17])[C:5]2[S:10][CH:9]=[C:8]([CH3:11])[C:6]=2[N:7]=1)[CH:19]=[CH2:20]. (7) Given the reactants [Br:1][C:2]1[CH:3]=[N:4][C:5]2[N:6]([N:8]=[C:9]([C:11]([OH:13])=O)[CH:10]=2)[CH:7]=1.[CH3:14][N:15]1[C:20]2[CH:21]=[C:22]([CH3:24])[O:23][C:19]=2[CH2:18][CH2:17][NH:16]1, predict the reaction product. The product is: [Br:1][C:2]1[CH:3]=[N:4][C:5]2[N:6]([N:8]=[C:9]([C:11]([N:16]3[CH2:17][CH2:18][C:19]4[O:23][C:22]([CH3:24])=[CH:21][C:20]=4[N:15]3[CH3:14])=[O:13])[CH:10]=2)[CH:7]=1. (8) Given the reactants [NH2:1][C@@H:2]([CH2:31][CH:32]([CH3:34])[CH3:33])[C:3]([N:5]1[CH2:10][CH2:9][CH:8]([N:11]([C:17]2[CH:22]=[CH:21][C:20]([O:23][CH2:24][C:25]3[CH:30]=[CH:29][CH:28]=[CH:27][CH:26]=3)=[CH:19][CH:18]=2)[CH2:12][CH:13]=[C:14]([CH3:16])[CH3:15])[CH2:7][CH2:6]1)=[O:4].[CH3:35][C:36]([CH3:38])=O.[BH-](OC(C)=O)(OC(C)=O)OC(C)=O.[Na+], predict the reaction product. The product is: [CH2:24]([O:23][C:20]1[CH:19]=[CH:18][C:17]([N:11]([CH2:12][CH:13]=[C:14]([CH3:16])[CH3:15])[CH:8]2[CH2:9][CH2:10][N:5]([C:3](=[O:4])[C@@H:2]([NH:1][CH:36]([CH3:38])[CH3:35])[CH2:31][CH:32]([CH3:34])[CH3:33])[CH2:6][CH2:7]2)=[CH:22][CH:21]=1)[C:25]1[CH:30]=[CH:29][CH:28]=[CH:27][CH:26]=1.